From a dataset of Full USPTO retrosynthesis dataset with 1.9M reactions from patents (1976-2016). Predict the reactants needed to synthesize the given product. The reactants are: [C:1](=[O:4])([O-])[O-:2].[K+].[K+].[CH2:7](Br)[CH2:8][CH2:9][CH2:10][CH2:11][CH2:12][CH2:13]C.O. Given the product [CH3:7][CH2:8][CH2:9][CH2:10][CH2:11][CH2:12][CH2:13][C:1]([OH:2])=[O:4], predict the reactants needed to synthesize it.